Task: Regression. Given two drug SMILES strings and cell line genomic features, predict the synergy score measuring deviation from expected non-interaction effect.. Dataset: NCI-60 drug combinations with 297,098 pairs across 59 cell lines Drug 1: CCCS(=O)(=O)NC1=C(C(=C(C=C1)F)C(=O)C2=CNC3=C2C=C(C=N3)C4=CC=C(C=C4)Cl)F. Drug 2: CC1=CC=C(C=C1)C2=CC(=NN2C3=CC=C(C=C3)S(=O)(=O)N)C(F)(F)F. Cell line: NCI-H226. Synergy scores: CSS=9.41, Synergy_ZIP=0.293, Synergy_Bliss=6.60, Synergy_Loewe=4.93, Synergy_HSA=4.92.